From a dataset of Full USPTO retrosynthesis dataset with 1.9M reactions from patents (1976-2016). Predict the reactants needed to synthesize the given product. (1) Given the product [CH2:14]([O:12][C:11](=[O:13])[CH2:10][C:4]1[CH:5]=[CH:6][C:7]([O:8][CH3:9])=[C:2]([Br:1])[CH:3]=1)[CH3:15], predict the reactants needed to synthesize it. The reactants are: [Br:1][C:2]1[CH:3]=[C:4]([CH2:10][C:11]([OH:13])=[O:12])[CH:5]=[CH:6][C:7]=1[O:8][CH3:9].[CH3:14][CH2:15]O. (2) The reactants are: [NH2:1][CH2:2][C@@H:3]1[C@H:8]([CH3:9])[CH2:7][CH2:6][CH2:5][N:4]1[C:10]([C:12]1[CH:17]=[C:16]([CH3:18])[CH:15]=[CH:14][C:13]=1[N:19]1[CH:23]=[N:22][C:21]([C:24]([F:27])([F:26])[F:25])=[N:20]1)=[O:11].Br[C:29]1[CH:34]=[CH:33][C:32]([F:35])=[CH:31][N:30]=1. Given the product [F:35][C:32]1[CH:33]=[CH:34][C:29]([NH:1][CH2:2][C@@H:3]2[C@H:8]([CH3:9])[CH2:7][CH2:6][CH2:5][N:4]2[C:10]([C:12]2[CH:17]=[C:16]([CH3:18])[CH:15]=[CH:14][C:13]=2[N:19]2[CH:23]=[N:22][C:21]([C:24]([F:27])([F:26])[F:25])=[N:20]2)=[O:11])=[N:30][CH:31]=1, predict the reactants needed to synthesize it. (3) Given the product [Cl:9][C:10]1[C:15]([F:16])=[CH:14][CH:13]=[C:12]([O:17][CH3:18])[C:11]=1[C@H:19]([C:21]1[C:29]2[C:24](=[N:25][CH:26]=[C:27]([C:2]3[CH:3]=[N:4][N:5]([CH3:8])[C:6]=3[Cl:7])[CH:28]=2)[NH:23][CH:22]=1)[CH3:20], predict the reactants needed to synthesize it. The reactants are: Br[C:2]1[CH:3]=[N:4][N:5]([CH3:8])[C:6]=1[Cl:7].[Cl:9][C:10]1[C:15]([F:16])=[CH:14][CH:13]=[C:12]([O:17][CH3:18])[C:11]=1[C@H:19]([C:21]1[C:29]2[C:24](=[N:25][CH:26]=[C:27](B3OC(C)(C)C(C)(C)O3)[CH:28]=2)[NH:23][CH:22]=1)[CH3:20].C(=O)([O-])[O-].[K+].[K+].ClCCl. (4) Given the product [CH3:1][Si:2]([CH3:11])([CH3:10])[C:3]1[CH:4]=[C:5]([O:9][C:24]2[O:23][C:22]([C:20]([O:19][CH3:18])=[O:21])=[CH:26][CH:25]=2)[CH:6]=[N:7][CH:8]=1, predict the reactants needed to synthesize it. The reactants are: [CH3:1][Si:2]([CH3:11])([CH3:10])[C:3]1[CH:4]=[C:5]([OH:9])[CH:6]=[N:7][CH:8]=1.CC(C)([O-])C.[K+].[CH3:18][O:19][C:20]([C:22]1[O:23][C:24](Br)=[CH:25][CH:26]=1)=[O:21].O. (5) Given the product [Br:20][C:16]1[CH:15]=[C:14]([CH:19]=[CH:18][CH:17]=1)[CH2:13][C@@H:11]1[CH2:12][NH:8][CH2:9][C@H:10]1[CH2:21][N:22]([CH:35]1[CH2:36][CH2:37]1)[S:23]([C:26]1[CH:31]=[CH:30][CH:29]=[CH:28][C:27]=1[N+:32]([O-:34])=[O:33])(=[O:25])=[O:24], predict the reactants needed to synthesize it. The reactants are: C([N:8]1[CH2:12][C@@H:11]([CH2:13][C:14]2[CH:19]=[CH:18][CH:17]=[C:16]([Br:20])[CH:15]=2)[C@H:10]([CH2:21][N:22]([CH:35]2[CH2:37][CH2:36]2)[S:23]([C:26]2[CH:31]=[CH:30][CH:29]=[CH:28][C:27]=2[N+:32]([O-:34])=[O:33])(=[O:25])=[O:24])[CH2:9]1)C1C=CC=CC=1.ClC(OC(Cl)C)=O. (6) The reactants are: [CH3:1][C:2]1[O:6][C:5]([C:7]2[CH:12]=[CH:11][CH:10]=[CH:9][CH:8]=2)=[N:4][C:3]=1[CH2:13][O:14][C:15]1[CH:23]=[CH:22][C:18]([CH2:19][O:20][NH2:21])=[CH:17][CH:16]=1.[CH3:24][C:25]([CH3:41])([CH2:30][CH2:31][CH2:32][C:33](=O)[C:34]1[CH:39]=[CH:38][CH:37]=[CH:36][CH:35]=1)[C:26]([O:28][CH3:29])=[O:27].C(O)(=O)C.C([O-])(=O)C.[Na+]. Given the product [CH3:24][C:25]([CH3:41])([CH2:30][CH2:31][CH2:32]/[C:33](=[N:21]\[O:20][CH2:19][C:18]1[CH:17]=[CH:16][C:15]([O:14][CH2:13][C:3]2[N:4]=[C:5]([C:7]3[CH:8]=[CH:9][CH:10]=[CH:11][CH:12]=3)[O:6][C:2]=2[CH3:1])=[CH:23][CH:22]=1)/[C:34]1[CH:35]=[CH:36][CH:37]=[CH:38][CH:39]=1)[C:26]([O:28][CH3:29])=[O:27], predict the reactants needed to synthesize it. (7) Given the product [CH3:23][CH:24]1[CH2:29][CH2:28][CH2:27][CH2:26][CH:25]1[NH:30][C:20]([C:3]1[CH:4]=[N:5][N:6]([C:7]2[CH:12]=[C:11]([C:13](=[O:18])[NH:14][CH:15]3[CH2:17][CH2:16]3)[CH:10]=[CH:9][C:8]=2[CH3:19])[C:2]=1[NH2:1])=[O:22], predict the reactants needed to synthesize it. The reactants are: [NH2:1][C:2]1[N:6]([C:7]2[CH:12]=[C:11]([C:13](=[O:18])[NH:14][CH:15]3[CH2:17][CH2:16]3)[CH:10]=[CH:9][C:8]=2[CH3:19])[N:5]=[CH:4][C:3]=1[C:20]([OH:22])=O.[CH3:23][CH:24]1[CH2:29][CH2:28][CH2:27][CH2:26][CH:25]1[NH2:30].CCN=C=NCCCN(C)C.C1C=CC2N(O)N=NC=2C=1.